Dataset: Full USPTO retrosynthesis dataset with 1.9M reactions from patents (1976-2016). Task: Predict the reactants needed to synthesize the given product. (1) Given the product [N:26]1([CH2:24][C:19]2[CH:20]=[CH:21][CH:22]=[C:23]3[C:18]=2[CH:17]=[CH:16][NH:15]3)[CH2:29][CH2:28][CH2:27]1, predict the reactants needed to synthesize it. The reactants are: C(O[BH-](OC(=O)C)OC(=O)C)(=O)C.[Na+].[NH:15]1[C:23]2[CH:22]=[CH:21][CH:20]=[C:19]([CH:24]=O)[C:18]=2[CH:17]=[CH:16]1.[NH:26]1[CH2:29][CH2:28][CH2:27]1. (2) Given the product [CH:8]1([CH2:11][CH2:12][O:13][C:14]2[N:22]=[C:21]3[C:17]([N:18]=[C:19]([O:23][CH3:24])[N:20]3[CH2:37][CH:38]3[CH2:42][CH2:41][O:40][CH2:39]3)=[C:16]([NH2:25])[N:15]=2)[CH2:10][CH2:9]1, predict the reactants needed to synthesize it. The reactants are: FC(F)(F)C(O)=O.[CH:8]1([CH2:11][CH2:12][O:13][C:14]2[N:22]=[C:21]3[C:17]([N:18]=[C:19]([O:23][CH3:24])[NH:20]3)=[C:16]([NH2:25])[N:15]=2)[CH2:10][CH2:9]1.C(=O)([O-])[O-].[K+].[K+].CS(O[CH2:37][CH:38]1[CH2:42][CH2:41][O:40][CH2:39]1)(=O)=O. (3) Given the product [C:16]([O:15][C:13]([NH:1][C@H:2]([C:7]1[CH:12]=[CH:11][CH:10]=[CH:9][CH:8]=1)[CH2:3][C:4]([OH:6])=[O:5])=[O:14])([CH3:19])([CH3:18])[CH3:17], predict the reactants needed to synthesize it. The reactants are: [NH2:1][C@H:2]([C:7]1[CH:12]=[CH:11][CH:10]=[CH:9][CH:8]=1)[CH2:3][C:4]([OH:6])=[O:5].[C:13](O[C:13]([O:15][C:16]([CH3:19])([CH3:18])[CH3:17])=[O:14])([O:15][C:16]([CH3:19])([CH3:18])[CH3:17])=[O:14].[OH-].[Na+]. (4) Given the product [F:1][C:2]([F:12])([C:6]1[CH:11]=[CH:10][CH:9]=[CH:8][CH:7]=1)[C:3]([Cl:16])=[O:4], predict the reactants needed to synthesize it. The reactants are: [F:1][C:2]([F:12])([C:6]1[CH:11]=[CH:10][CH:9]=[CH:8][CH:7]=1)[C:3](O)=[O:4].C(Cl)(=O)C([Cl:16])=O.CN(C)C=O. (5) Given the product [CH2:1]([N:8]1[C@@H:13]2[C@:14]([F:27])([C:16]3[NH:20][N:19]=[N:18][N:17]=3)[CH2:15][C@@:9]1([C:46]1[CH:51]=[CH:50][CH:49]=[CH:48][CH:47]=1)[C@H:10]([O:28][C@H:29]([C:32]1[CH:33]=[C:34]([C:42]([F:43])([F:44])[F:45])[CH:35]=[C:36]([C:38]([F:41])([F:40])[F:39])[CH:37]=1)[CH3:30])[CH2:11][CH2:12]2)[C:2]1[CH:7]=[CH:6][CH:5]=[CH:4][CH:3]=1, predict the reactants needed to synthesize it. The reactants are: [CH2:1]([N:8]1[C@@H:13]2[C@:14]([F:27])([C:16]3[N:20](COCCOC)[N:19]=[N:18][N:17]=3)[CH2:15][C@@:9]1([C:46]1[CH:51]=[CH:50][CH:49]=[CH:48][CH:47]=1)[C@H:10]([O:28][C@H:29]([C:32]1[CH:37]=[C:36]([C:38]([F:41])([F:40])[F:39])[CH:35]=[C:34]([C:42]([F:45])([F:44])[F:43])[CH:33]=1)[CH2:30]I)[CH2:11][CH2:12]2)[C:2]1[CH:7]=[CH:6][CH:5]=[CH:4][CH:3]=1.C(N(CC)CC)C. (6) Given the product [CH3:1][C@:2]12[C@@:19]3([CH3:20])[C@@H:10]([C@:11]4([CH3:32])[C@@H:16]([CH2:17][CH2:18]3)[C:15]([CH3:21])([CH3:22])[C:14]([C:23]3[CH:31]=[CH:30][C:26]([C:27]([OH:29])=[O:28])=[CH:25][CH:24]=3)=[CH:13][CH2:12]4)[CH2:9][CH2:8][C@@H:7]1[C@H:6]1[C@H:33]([C:36]([CH3:38])=[CH2:37])[CH2:34][CH2:35][C@:5]1([NH:39][CH2:40][CH2:41][NH:42][C:50]1[CH:55]=[CH:54][C:53]([S:56]([CH3:59])(=[O:58])=[O:57])=[CH:52][N:51]=1)[CH2:4][CH2:3]2, predict the reactants needed to synthesize it. The reactants are: [CH3:1][C@:2]12[C@@:19]3([CH3:20])[C@@H:10]([C@:11]4([CH3:32])[C@@H:16]([CH2:17][CH2:18]3)[C:15]([CH3:22])([CH3:21])[C:14]([C:23]3[CH:31]=[CH:30][C:26]([C:27]([OH:29])=[O:28])=[CH:25][CH:24]=3)=[CH:13][CH2:12]4)[CH2:9][CH2:8][C@@H:7]1[C@H:6]1[C@H:33]([C:36]([CH3:38])=[CH2:37])[CH2:34][CH2:35][C@:5]1([NH:39][CH2:40][CH2:41][NH:42]C1N=NC=CC=1)[CH2:4][CH2:3]2.Br[C:50]1[CH:55]=[CH:54][C:53]([S:56]([CH3:59])(=[O:58])=[O:57])=[CH:52][N:51]=1.C(O)(C(F)(F)F)=O. (7) Given the product [C:1]([C:3]1[C:4]([N:16]2[CH2:17][CH:18]([C:20]([NH:34][S:31]([CH2:30][C:25]3[CH:26]=[CH:27][CH:28]=[CH:29][C:24]=3[F:23])(=[O:33])=[O:32])=[O:22])[CH2:19]2)=[N:5][C:6]([CH2:14][F:15])=[C:7]([CH:8]=1)[C:9]([O:11][CH2:12][CH3:13])=[O:10])#[N:2], predict the reactants needed to synthesize it. The reactants are: [C:1]([C:3]1[C:4]([N:16]2[CH2:19][CH:18]([C:20]([OH:22])=O)[CH2:17]2)=[N:5][C:6]([CH2:14][F:15])=[C:7]([C:9]([O:11][CH2:12][CH3:13])=[O:10])[CH:8]=1)#[N:2].[F:23][C:24]1[CH:29]=[CH:28][CH:27]=[CH:26][C:25]=1[CH2:30][S:31]([NH2:34])(=[O:33])=[O:32]. (8) Given the product [Br:36][CH2:12][C:11]1[N:3]([CH2:1][CH3:2])[C:4]2[C:9]([N:10]=1)=[C:8]([N:14]1[CH2:15][CH2:16][O:17][CH2:18][CH2:19]1)[N:7]=[C:6]([N:20]1[C:24]3[CH:25]=[CH:26][CH:27]=[CH:28][C:23]=3[N:22]=[C:21]1[CH3:29])[N:5]=2, predict the reactants needed to synthesize it. The reactants are: [CH2:1]([N:3]1[C:11]([CH2:12]O)=[N:10][C:9]2[C:4]1=[N:5][C:6]([N:20]1[C:24]3[CH:25]=[CH:26][CH:27]=[CH:28][C:23]=3[N:22]=[C:21]1[CH3:29])=[N:7][C:8]=2[N:14]1[CH2:19][CH2:18][O:17][CH2:16][CH2:15]1)[CH3:2].O1CCCC1.P(Br)(Br)[Br:36]. (9) The reactants are: [NH2:1][CH:2]1[CH2:6][CH2:5][CH2:4][CH:3]1[NH:7][C:8](=[O:23])[C:9]1[C:14]([S:15][CH3:16])=[CH:13][C:12]([C:17]([F:20])([F:19])[F:18])=[CH:11][C:10]=1[O:21][CH3:22].Br[CH2:25][CH2:26][O:27][CH2:28][CH2:29]Br. Given the product [CH3:22][O:21][C:10]1[CH:11]=[C:12]([C:17]([F:19])([F:20])[F:18])[CH:13]=[C:14]([S:15][CH3:16])[C:9]=1[C:8]([NH:7][CH:3]1[CH2:4][CH2:5][CH2:6][CH:2]1[N:1]1[CH2:29][CH2:28][O:27][CH2:26][CH2:25]1)=[O:23], predict the reactants needed to synthesize it. (10) The reactants are: [N:1]1[C:10]2[C:5](=[CH:6][CH:7]=[CH:8][CH:9]=2)[C:4]([NH:11][CH2:12][CH2:13][O:14][C:15]2[CH:24]=[C:23]3[C:18]([CH:19]=[N:20][C:21](=O)[NH:22]3)=[CH:17][CH:16]=2)=[CH:3][CH:2]=1.[C:26]1([CH2:32][CH2:33][CH2:34][NH2:35])[CH:31]=[CH:30][CH:29]=[CH:28][CH:27]=1. Given the product [C:26]1([CH2:32][CH2:33][CH2:34][NH:35][C:19]2[C:18]3[C:23](=[CH:24][C:15]([O:14][CH2:13][CH2:12][NH:11][C:4]4[C:5]5[C:10](=[CH:9][CH:8]=[CH:7][CH:6]=5)[N:1]=[CH:2][CH:3]=4)=[CH:16][CH:17]=3)[N:22]=[CH:21][N:20]=2)[CH:31]=[CH:30][CH:29]=[CH:28][CH:27]=1, predict the reactants needed to synthesize it.